The task is: Predict the reactants needed to synthesize the given product.. This data is from Full USPTO retrosynthesis dataset with 1.9M reactions from patents (1976-2016). (1) Given the product [NH2:1][C:2]1[CH:7]=[CH:6][C:5]([Cl:8])=[CH:4][C:3]=1[CH:9]([C:11]1[CH:16]=[CH:15][CH:14]=[CH:13][C:12]=1[Cl:17])[OH:10], predict the reactants needed to synthesize it. The reactants are: [NH2:1][C:2]1[CH:7]=[CH:6][C:5]([Cl:8])=[CH:4][C:3]=1[C:9]([C:11]1[CH:16]=[CH:15][CH:14]=[CH:13][C:12]=1[Cl:17])=[O:10].[BH4-].[Na+]. (2) Given the product [NH2:7][C:8]1[N:9]=[C:10]([C:23]#[C:24][C:25]2[CH:30]=[CH:29][CH:28]=[CH:27][CH:26]=2)[C:11]([NH:14][C:15]([CH:17]2[CH2:22][CH2:21][O:20][CH2:19][CH2:18]2)=[O:16])=[CH:12][CH:13]=1, predict the reactants needed to synthesize it. The reactants are: C(OC(=O)[NH:7][C:8]1[CH:13]=[CH:12][C:11]([NH:14][C:15]([CH:17]2[CH2:22][CH2:21][O:20][CH2:19][CH2:18]2)=[O:16])=[C:10]([C:23]#[C:24][C:25]2[CH:30]=[CH:29][CH:28]=[CH:27][CH:26]=2)[N:9]=1)(C)(C)C.C(Cl)Cl.C(O)(C(F)(F)F)=O.